From a dataset of Peptide-MHC class II binding affinity with 134,281 pairs from IEDB. Regression. Given a peptide amino acid sequence and an MHC pseudo amino acid sequence, predict their binding affinity value. This is MHC class II binding data. (1) The peptide sequence is GPGSTGLNITGVTCG. The MHC is DRB1_0701 with pseudo-sequence DRB1_0701. The binding affinity (normalized) is 0.184. (2) The peptide sequence is FTVQEMVALSGAHTL. The MHC is DRB1_0401 with pseudo-sequence DRB1_0401. The binding affinity (normalized) is 0.825.